From a dataset of Full USPTO retrosynthesis dataset with 1.9M reactions from patents (1976-2016). Predict the reactants needed to synthesize the given product. (1) Given the product [C:12]([O:16][C:17](=[O:26])[NH:18][C@H:19]1[CH2:20][CH2:21][C@@H:22]([NH:25][C:2]2[N:7]=[C:6]([N:8]([CH3:10])[CH3:9])[CH:5]=[C:4]([CH3:11])[N:3]=2)[CH2:23][CH2:24]1)([CH3:15])([CH3:13])[CH3:14], predict the reactants needed to synthesize it. The reactants are: Cl[C:2]1[N:7]=[C:6]([N:8]([CH3:10])[CH3:9])[CH:5]=[C:4]([CH3:11])[N:3]=1.[C:12]([O:16][C:17](=[O:26])[NH:18][C@H:19]1[CH2:24][CH2:23][C@@H:22]([NH2:25])[CH2:21][CH2:20]1)([CH3:15])([CH3:14])[CH3:13].CCN(C(C)C)C(C)C. (2) Given the product [Cl:21][C:15]1[CH:16]=[C:17]([Cl:20])[CH:18]=[CH:19][C:14]=1[CH2:13][O:12][C@@H:11]1[C@@H:10]([CH2:22][O:23][CH2:24][C:25]2[CH:30]=[CH:29][C:28]([Cl:31])=[CH:27][C:26]=2[Cl:32])[O:9][C@H:6]([O:7][CH3:8])[C@@H:5]1[OH:4], predict the reactants needed to synthesize it. The reactants are: C([O:4][C@@H:5]1[C@H:11]([O:12][CH2:13][C:14]2[CH:19]=[CH:18][C:17]([Cl:20])=[CH:16][C:15]=2[Cl:21])[C@@H:10]([CH2:22][O:23][CH2:24][C:25]2[CH:30]=[CH:29][C:28]([Cl:31])=[CH:27][C:26]=2[Cl:32])[O:9][C@@H:6]1[O:7][CH3:8])(=O)C. (3) Given the product [F:24][C:23]1[CH:22]=[CH:21][C:4]([O:5][C:6]2[N:11]=[C:10]3[S:12][C:13]([NH:15][C:16]([CH:18]4[CH2:20][CH2:19]4)=[O:17])=[N:14][C:9]3=[CH:8][CH:7]=2)=[CH:3][C:2]=1[NH:1][C:26](=[O:27])[NH:25][C:28]1[CH:33]=[CH:32][C:31]([C:34]([F:35])([F:37])[F:36])=[CH:30][CH:29]=1, predict the reactants needed to synthesize it. The reactants are: [NH2:1][C:2]1[CH:3]=[C:4]([CH:21]=[CH:22][C:23]=1[F:24])[O:5][C:6]1[N:11]=[C:10]2[S:12][C:13]([NH:15][C:16]([CH:18]3[CH2:20][CH2:19]3)=[O:17])=[N:14][C:9]2=[CH:8][CH:7]=1.[N:25]([C:28]1[CH:33]=[CH:32][C:31]([C:34]([F:37])([F:36])[F:35])=[CH:30][CH:29]=1)=[C:26]=[O:27]. (4) Given the product [NH2:37][C:40]([C:47]1[CH:56]=[CH:55][C:54]2[C:49](=[CH:50][CH:51]=[C:52]([O:61][C@H:62]3[CH2:63][CH2:64][C@@H:65]([C:68]([F:69])([F:70])[F:71])[CH2:66][CH2:67]3)[C:53]=2[C:57]([F:59])([F:60])[F:58])[CH:48]=1)([CH3:46])[CH2:41][CH2:42][C:43]([OH:45])=[O:44], predict the reactants needed to synthesize it. The reactants are: NC(C1C=CC2C(=CC=C(O[C@H]3CC[C@H](C(F)(F)F)CC3)C=2)C=1)(C)CCC(O)=O.C(O)(C(F)(F)F)=O.[N+:37]([C:40]([C:47]1[CH:56]=[CH:55][C:54]2[C:49](=[CH:50][CH:51]=[C:52]([O:61][C@H:62]3[CH2:67][CH2:66][C@@H:65]([C:68]([F:71])([F:70])[F:69])[CH2:64][CH2:63]3)[C:53]=2[C:57]([F:60])([F:59])[F:58])[CH:48]=1)([CH3:46])[CH2:41][CH2:42][C:43]([OH:45])=[O:44])([O-])=O. (5) The reactants are: [Cl-].[Al+3].[Cl-].[Cl-].[CH2:5]([C:7]1[CH:15]=[CH:14][C:10]([C:11](Cl)=[O:12])=[CH:9][CH:8]=1)[CH3:6].[Br:16][C:17]1[S:18][CH:19]=[CH:20][CH:21]=1.Cl. Given the product [Br:16][C:17]1[S:18][C:19]([C:11]([C:10]2[CH:14]=[CH:15][C:7]([CH2:5][CH3:6])=[CH:8][CH:9]=2)=[O:12])=[CH:20][CH:21]=1, predict the reactants needed to synthesize it.